Dataset: Reaction yield outcomes from USPTO patents with 853,638 reactions. Task: Predict the reaction yield, written as a fraction of the theoretical maximum amount of product (1.0 means a 100% yield; for example, 0.34 means a 34% yield). (1) The reactants are [H-].[Na+].[Br:3][C:4]1[CH:10]=[CH:9][C:7]([NH2:8])=[C:6]([C:11]([CH3:14])([CH3:13])[CH3:12])[CH:5]=1.Br[CH2:16][CH2:17][CH2:18][CH2:19]Br.[Cl-].[NH4+]. The catalyst is O1CCCC1.CS(C)=O. The product is [Br:3][C:4]1[CH:10]=[CH:9][C:7]([N:8]2[CH2:19][CH2:18][CH2:17][CH2:16]2)=[C:6]([C:11]([CH3:14])([CH3:13])[CH3:12])[CH:5]=1. The yield is 0.520. (2) The reactants are [Br:1][C:2]1[CH:3]=[N:4][CH:5]=[C:6]([Br:10])[C:7]=1[CH:8]=O.[CH2:11]([NH:13][NH2:14])[CH3:12]. No catalyst specified. The product is [Br:1][C:2]1[CH:3]=[N:4][CH:5]=[C:6]([Br:10])[C:7]=1/[CH:8]=[N:14]/[NH:13][CH2:11][CH3:12]. The yield is 1.00. (3) The yield is 0.270. The reactants are Cl[C:2]1[CH:7]=[C:6]([Cl:8])[N:5]=[C:4]([NH2:9])[N:3]=1.[N:10]1[C:19]2[C:14](=[C:15](B(O)O)[CH:16]=[CH:17][CH:18]=2)[CH:13]=[CH:12][CH:11]=1.C(=O)([O-])[O-].[K+].[K+]. The catalyst is O1CCOCC1.O.C1C=CC([P]([Pd]([P](C2C=CC=CC=2)(C2C=CC=CC=2)C2C=CC=CC=2)([P](C2C=CC=CC=2)(C2C=CC=CC=2)C2C=CC=CC=2)[P](C2C=CC=CC=2)(C2C=CC=CC=2)C2C=CC=CC=2)(C2C=CC=CC=2)C2C=CC=CC=2)=CC=1. The product is [Cl:8][C:6]1[CH:7]=[C:2]([C:15]2[CH:16]=[CH:17][CH:18]=[C:19]3[C:14]=2[CH:13]=[CH:12][CH:11]=[N:10]3)[N:3]=[C:4]([NH2:9])[N:5]=1. (4) The reactants are [CH2:1]([N:6]=[C:7]=[S:8])[CH2:2][CH2:3][CH2:4][CH3:5].[NH3:9]. The catalyst is CO. The product is [CH2:1]([NH:6][C:7]([NH2:9])=[S:8])[CH2:2][CH2:3][CH2:4][CH3:5]. The yield is 0.884. (5) The reactants are [C:1]([O:7][C:8]1[CH:15]=[CH:14][C:11]([CH:12]=O)=[CH:10][CH:9]=1)(=[O:6])[C:2]([CH3:5])([CH3:4])[CH3:3].C[Si](C)(C)[CH2:18][CH:19]=[CH:20][C:21]1[CH:26]=[CH:25][CH:24]=[CH:23][CH:22]=1.C(=O)(O)[O-].[Na+].[C:34]1([O:40][CH3:41])[CH:39]=[CH:38][CH:37]=[CH:36][CH:35]=1. The catalyst is [Cl-].[Hf+4].[Cl-].[Cl-].[Cl-]. The product is [CH3:41][O:40][C:34]1[CH:39]=[CH:38][C:37]([CH:12]([C:11]2[CH:14]=[CH:15][C:8]([O:7][C:1](=[O:6])[C:2]([CH3:5])([CH3:4])[CH3:3])=[CH:9][CH:10]=2)[CH:20]([C:21]2[CH:26]=[CH:25][CH:24]=[CH:23][CH:22]=2)[CH:19]=[CH2:18])=[CH:36][CH:35]=1. The yield is 0.750. (6) The reactants are [Cl:1][C:2]1[CH:7]=[CH:6][C:5]([CH:8]=O)=[CH:4][C:3]=1[C:10]1[C:14]([C:15]2[N:19]=[CH:18][N:17]([CH2:20][O:21][CH2:22][CH2:23][Si:24]([CH3:27])([CH3:26])[CH3:25])[N:16]=2)=[CH:13][N:12]([C:28]2[C:33]([CH3:34])=[CH:32][N:31]=[C:30]([NH:35][C:36](=[O:38])[CH3:37])[CH:29]=2)[N:11]=1.[NH:39]1[CH2:43][CH2:42][CH2:41][CH2:40]1.C(O[BH-](OC(=O)C)OC(=O)C)(=O)C.[Na+]. The catalyst is C(Cl)Cl.O. The product is [Cl:1][C:2]1[CH:7]=[CH:6][C:5]([CH2:8][N:39]2[CH2:43][CH2:42][CH2:41][CH2:40]2)=[CH:4][C:3]=1[C:10]1[C:14]([C:15]2[N:19]=[CH:18][N:17]([CH2:20][O:21][CH2:22][CH2:23][Si:24]([CH3:26])([CH3:27])[CH3:25])[N:16]=2)=[CH:13][N:12]([C:28]2[C:33]([CH3:34])=[CH:32][N:31]=[C:30]([NH:35][C:36](=[O:38])[CH3:37])[CH:29]=2)[N:11]=1. The yield is 0.820. (7) The reactants are [C:1]([O:5][C:6]([N:8]1[CH2:13][CH2:12][CH:11]([C:14]2[CH:19]=[CH:18][C:17]([NH2:20])=[CH:16][CH:15]=2)[CH2:10][CH2:9]1)=[O:7])([CH3:4])([CH3:3])[CH3:2].[Br:21]N1C(=O)CCC1=O. The catalyst is C(Cl)Cl.CCOC(C)=O. The yield is 1.00. The product is [C:1]([O:5][C:6]([N:8]1[CH2:13][CH2:12][CH:11]([C:14]2[CH:19]=[CH:18][C:17]([NH2:20])=[C:16]([Br:21])[CH:15]=2)[CH2:10][CH2:9]1)=[O:7])([CH3:4])([CH3:2])[CH3:3]. (8) The reactants are [CH2:1]([NH:3][C:4]([NH:6][C:7]1[CH:12]=[CH:11][C:10](NC2N=C(N[C:10]3[CH:11]=[CH:12][C:7]([NH:6][C:4]([NH:3][CH2:1][CH3:2])=[O:5])=[CH:8][CH:9]=3)C(F)=CN=2)=[CH:9][CH:8]=1)=[O:5])[CH3:2].[NH2:34]C1C=CC=C(N)C=1.C(N=C=O)C.C(=O)([O-])[O-].[K+].[K+]. No catalyst specified. The product is [CH2:1]([NH:3][C:4]([NH:6][C:7]1[CH:12]=[C:11]([CH:10]=[CH:9][CH:8]=1)[NH2:34])=[O:5])[CH3:2]. The yield is 0.830. (9) The reactants are [Cl:1][C:2]1[CH:3]=[C:4]([N:10]2[CH:18]([CH:19]3[CH2:23][CH2:22][CH2:21][CH2:20]3)[CH:17]3[C:12]([C:13]4[CH:27]=[CH:26][C:25]([C:28]([OH:30])=[O:29])=[CH:24][C:14]=4[CH2:15][CH2:16]3)=[N:11]2)[CH:5]=[CH:6][C:7]=1[C:8]#[N:9].[CH:31]1([CH2:37][CH2:38]O)[CH2:36][CH2:35][CH2:34][CH2:33][CH2:32]1. No catalyst specified. The product is [Cl:1][C:2]1[CH:3]=[C:4]([N:10]2[CH:18]([CH:19]3[CH2:20][CH2:21][CH2:22][CH2:23]3)[CH:17]3[C:12]([C:13]4[CH:27]=[CH:26][C:25]([C:28]([O:30][CH2:38][CH2:37][CH:31]5[CH2:36][CH2:35][CH2:34][CH2:33][CH2:32]5)=[O:29])=[CH:24][C:14]=4[CH2:15][CH2:16]3)=[N:11]2)[CH:5]=[CH:6][C:7]=1[C:8]#[N:9]. The yield is 0.680. (10) The reactants are [ClH:1].C(OC([N:9]1[CH2:14][CH:13]=[C:12]([C:15]2[CH:20]=[CH:19][CH:18]=[CH:17][C:16]=2[F:21])[CH2:11][CH2:10]1)=O)(C)(C)C. The catalyst is O1CCOCC1. The product is [ClH:1].[F:21][C:16]1[CH:17]=[CH:18][CH:19]=[CH:20][C:15]=1[C:12]1[CH2:13][CH2:14][NH:9][CH2:10][CH:11]=1. The yield is 0.960.